Dataset: CYP3A4 inhibition data for predicting drug metabolism from PubChem BioAssay. Task: Regression/Classification. Given a drug SMILES string, predict its absorption, distribution, metabolism, or excretion properties. Task type varies by dataset: regression for continuous measurements (e.g., permeability, clearance, half-life) or binary classification for categorical outcomes (e.g., BBB penetration, CYP inhibition). Dataset: cyp3a4_veith. (1) The compound is O=C(CCCCn1c(=S)[nH]c2ccsc2c1=O)NCc1ccco1. The result is 1 (inhibitor). (2) The molecule is CC(C)(Sc1ccc(CCN(CCCCC2CCCCC2)C(=O)NC2CCCCC2)cc1)C(=O)O. The result is 1 (inhibitor). (3) The drug is Nc1cc(C(=O)O)[nH]c(=O)n1. The result is 0 (non-inhibitor).